Predict the product of the given reaction. From a dataset of Forward reaction prediction with 1.9M reactions from USPTO patents (1976-2016). (1) Given the reactants [H-].[Na+].[CH3:3][O:4][CH2:5][C@H:6]([CH3:9])[CH2:7][OH:8].[Br:10][C:11]1[CH:16]=[CH:15][C:14]([CH2:17]Cl)=[CH:13][CH:12]=1.C(=O)([O-])O.[Na+], predict the reaction product. The product is: [Br:10][C:11]1[CH:16]=[CH:15][C:14]([CH2:17][O:8][CH2:7][C@@H:6]([CH3:9])[CH2:5][O:4][CH3:3])=[CH:13][CH:12]=1. (2) Given the reactants C([O:3][C:4]([CH:6]1[CH2:8][CH:7]1[C:9]1[CH:14]=[CH:13][C:12]([O:15][CH3:16])=[C:11]([F:17])[CH:10]=1)=O)C.[Li+].[BH4-].O, predict the reaction product. The product is: [F:17][C:11]1[CH:10]=[C:9]([CH:7]2[CH2:8][CH:6]2[CH2:4][OH:3])[CH:14]=[CH:13][C:12]=1[O:15][CH3:16]. (3) Given the reactants [OH:1][C:2]1[C:7]([CH3:8])=[C:6]([OH:9])[CH:5]=[CH:4][C:3]=1[C:10](=[O:15])[CH2:11][CH:12]([CH3:14])[CH3:13].Br[CH2:17][CH2:18][CH2:19][CH2:20][O:21][C:22]1[CH:31]=[CH:30][C:25]([C:26]([O:28][CH3:29])=[O:27])=[C:24]([OH:32])[CH:23]=1, predict the reaction product. The product is: [OH:32][C:24]1[CH:23]=[C:22]([O:21][CH2:20][CH2:19][CH2:18][CH2:17][O:9][C:6]2[CH:5]=[CH:4][C:3]([C:10](=[O:15])[CH2:11][CH:12]([CH3:13])[CH3:14])=[C:2]([OH:1])[C:7]=2[CH3:8])[CH:31]=[CH:30][C:25]=1[C:26]([O:28][CH3:29])=[O:27]. (4) Given the reactants [CH3:1][N:2]([CH2:13][C:14]1[NH:18][C:17]2[CH:19]=[CH:20][CH:21]=[C:22]([CH:23]=O)[C:16]=2[N:15]=1)[CH:3]1[C:12]2[N:11]=[CH:10][CH:9]=[CH:8][C:7]=2[CH2:6][CH2:5][CH2:4]1.C(OC([N:32]1[CH2:37][CH2:36][NH:35][CH2:34][CH2:33]1)=O)CCC.C(O)(=O)C.C(O[BH-](OC(=O)C)OC(=O)C)(=O)C.[Na+], predict the reaction product. The product is: [CH3:1][N:2]([CH2:13][C:14]1[NH:18][C:17]2[CH:19]=[CH:20][CH:21]=[C:22]([CH2:23][N:32]3[CH2:37][CH2:36][NH:35][CH2:34][CH2:33]3)[C:16]=2[N:15]=1)[CH:3]1[C:12]2[N:11]=[CH:10][CH:9]=[CH:8][C:7]=2[CH2:6][CH2:5][CH2:4]1. (5) The product is: [ClH:31].[ClH:1].[NH:9]1[CH2:10][CH:11]=[C:12]([C:15]2[CH:16]=[CH:17][C:18]([CH2:21][C@@H:22]([C:34]([O:36][CH3:37])=[O:35])[NH:23][C:24](=[O:33])[C:25]3[C:30]([Cl:31])=[CH:29][CH:28]=[CH:27][C:26]=3[Cl:32])=[N:19][CH:20]=2)[CH2:13][CH2:14]1. Given the reactants [ClH:1].C(OC([N:9]1[CH2:14][CH:13]=[C:12]([C:15]2[CH:16]=[CH:17][C:18]([CH2:21][C@@H:22]([C:34]([O:36][CH3:37])=[O:35])[NH:23][C:24](=[O:33])[C:25]3[C:30]([Cl:31])=[CH:29][CH:28]=[CH:27][C:26]=3[Cl:32])=[N:19][CH:20]=2)[CH2:11][CH2:10]1)=O)(C)(C)C, predict the reaction product. (6) Given the reactants [F:1][C:2]1[CH:3]=[C:4]([CH:31]=[C:32]([F:34])[CH:33]=1)[CH2:5][C@H:6]([NH:22][C:23](=[O:30])[CH2:24][CH2:25][CH2:26][C:27]([OH:29])=[O:28])[C@H:7]([OH:21])[CH2:8][NH:9][C:10]1([C:13]2[CH:18]=[CH:17][CH:16]=[C:15]([CH2:19][CH3:20])[CH:14]=2)[CH2:12][CH2:11]1.[CH2:35](Cl)[CH2:36]Cl.[CH:39]1[CH:40]=C[C:42]2[N:47](O)N=[N:45][C:43]=2[CH:44]=1, predict the reaction product. The product is: [N:47]12[CH2:36][CH2:35][CH:44]([CH2:39][CH2:40]1)[C@H:43]([NH:45][C:27](=[O:29])[CH2:26][CH2:25][CH2:24][C:23]([NH:22][C@@H:6]([CH2:5][C:4]1[CH:31]=[C:32]([F:34])[CH:33]=[C:2]([F:1])[CH:3]=1)[C@H:7]([OH:21])[CH2:8][NH:9][C:10]1([C:13]3[CH:18]=[CH:17][CH:16]=[C:15]([CH2:19][CH3:20])[CH:14]=3)[CH2:11][CH2:12]1)=[O:30])[CH2:42]2.[CH:27]([OH:29])=[O:28]. (7) Given the reactants [O:1]=[C:2]1[CH2:7][CH2:6][CH2:5][CH:4]([C:8]2[CH:13]=[CH:12][CH:11]=[C:10]([C:14]([F:17])([F:16])[F:15])[CH:9]=2)[N:3]1[NH:18]C(=O)OC(C)(C)C.FC(F)(F)C(O)=O, predict the reaction product. The product is: [NH2:18][N:3]1[CH:4]([C:8]2[CH:13]=[CH:12][CH:11]=[C:10]([C:14]([F:15])([F:16])[F:17])[CH:9]=2)[CH2:5][CH2:6][CH2:7][C:2]1=[O:1]. (8) Given the reactants [CH3:1][O:2][C:3]1[CH:4]=[C:5]([C:11]2[CH:12]=[CH:13][C:14]([N:17]3[CH2:23][CH2:22][CH2:21][N:20]([C:24]4[CH:29]=[CH:28][C:27]([C:30]5[CH:35]=[C:34]([O:36][CH3:37])[CH:33]=[C:32]([O:38][CH3:39])[CH:31]=5)=[CH:26][N:25]=4)[CH2:19][CH2:18]3)=[N:15][CH:16]=2)[CH:6]=[C:7]([O:9][CH3:10])[CH:8]=1.[CH3:40][S:41]([OH:44])(=[O:43])=[O:42], predict the reaction product. The product is: [CH3:40][S:41]([OH:44])(=[O:43])=[O:42].[CH3:40][S:41]([OH:44])(=[O:43])=[O:42].[CH3:39][O:38][C:32]1[CH:31]=[C:30]([C:27]2[CH:28]=[CH:29][C:24]([N:20]3[CH2:21][CH2:22][CH2:23][N:17]([C:14]4[CH:13]=[CH:12][C:11]([C:5]5[CH:4]=[C:3]([O:2][CH3:1])[CH:8]=[C:7]([O:9][CH3:10])[CH:6]=5)=[CH:16][N:15]=4)[CH2:18][CH2:19]3)=[N:25][CH:26]=2)[CH:35]=[C:34]([O:36][CH3:37])[CH:33]=1.